Task: Regression. Given two drug SMILES strings and cell line genomic features, predict the synergy score measuring deviation from expected non-interaction effect.. Dataset: NCI-60 drug combinations with 297,098 pairs across 59 cell lines (1) Drug 1: CC1=CC=C(C=C1)C2=CC(=NN2C3=CC=C(C=C3)S(=O)(=O)N)C(F)(F)F. Drug 2: C1=NC(=NC(=O)N1C2C(C(C(O2)CO)O)O)N. Cell line: IGROV1. Synergy scores: CSS=8.13, Synergy_ZIP=-2.44, Synergy_Bliss=0.481, Synergy_Loewe=-5.73, Synergy_HSA=-0.972. (2) Drug 1: CCC1=C2CN3C(=CC4=C(C3=O)COC(=O)C4(CC)O)C2=NC5=C1C=C(C=C5)O. Drug 2: C1=CN(C=N1)CC(O)(P(=O)(O)O)P(=O)(O)O. Cell line: KM12. Synergy scores: CSS=10.2, Synergy_ZIP=-0.0355, Synergy_Bliss=2.59, Synergy_Loewe=-13.4, Synergy_HSA=1.26. (3) Drug 1: CCCS(=O)(=O)NC1=C(C(=C(C=C1)F)C(=O)C2=CNC3=C2C=C(C=N3)C4=CC=C(C=C4)Cl)F. Drug 2: CN(C(=O)NC(C=O)C(C(C(CO)O)O)O)N=O. Cell line: M14. Synergy scores: CSS=40.3, Synergy_ZIP=0.999, Synergy_Bliss=-1.37, Synergy_Loewe=-19.6, Synergy_HSA=-0.800. (4) Drug 1: C1=CN(C=N1)CC(O)(P(=O)(O)O)P(=O)(O)O. Cell line: M14. Drug 2: CCC1(C2=C(COC1=O)C(=O)N3CC4=CC5=C(C=CC(=C5CN(C)C)O)N=C4C3=C2)O.Cl. Synergy scores: CSS=22.1, Synergy_ZIP=2.26, Synergy_Bliss=1.25, Synergy_Loewe=-17.0, Synergy_HSA=0.754. (5) Drug 1: CC1OCC2C(O1)C(C(C(O2)OC3C4COC(=O)C4C(C5=CC6=C(C=C35)OCO6)C7=CC(=C(C(=C7)OC)O)OC)O)O. Drug 2: C(CC(=O)O)C(=O)CN.Cl. Cell line: A549. Synergy scores: CSS=38.3, Synergy_ZIP=-6.88, Synergy_Bliss=-6.07, Synergy_Loewe=-29.1, Synergy_HSA=-2.71. (6) Drug 1: CC1CCC2CC(C(=CC=CC=CC(CC(C(=O)C(C(C(=CC(C(=O)CC(OC(=O)C3CCCCN3C(=O)C(=O)C1(O2)O)C(C)CC4CCC(C(C4)OC)OCCO)C)C)O)OC)C)C)C)OC. Drug 2: CN(C(=O)NC(C=O)C(C(C(CO)O)O)O)N=O. Cell line: NCI-H322M. Synergy scores: CSS=-0.603, Synergy_ZIP=3.20, Synergy_Bliss=3.79, Synergy_Loewe=-2.14, Synergy_HSA=0.00610. (7) Drug 1: COC1=CC(=CC(=C1O)OC)C2C3C(COC3=O)C(C4=CC5=C(C=C24)OCO5)OC6C(C(C7C(O6)COC(O7)C8=CC=CS8)O)O. Drug 2: CC1=C(C=C(C=C1)C(=O)NC2=CC(=CC(=C2)C(F)(F)F)N3C=C(N=C3)C)NC4=NC=CC(=N4)C5=CN=CC=C5. Cell line: SK-OV-3. Synergy scores: CSS=24.5, Synergy_ZIP=-7.68, Synergy_Bliss=-0.614, Synergy_Loewe=-8.46, Synergy_HSA=-0.681. (8) Drug 1: C1=NC(=NC(=O)N1C2C(C(C(O2)CO)O)O)N. Drug 2: C(CCl)NC(=O)N(CCCl)N=O. Cell line: EKVX. Synergy scores: CSS=2.95, Synergy_ZIP=-0.990, Synergy_Bliss=3.01, Synergy_Loewe=-0.850, Synergy_HSA=0.201. (9) Drug 1: CCC1(CC2CC(C3=C(CCN(C2)C1)C4=CC=CC=C4N3)(C5=C(C=C6C(=C5)C78CCN9C7C(C=CC9)(C(C(C8N6C)(C(=O)OC)O)OC(=O)C)CC)OC)C(=O)OC)O.OS(=O)(=O)O. Drug 2: C1=NC2=C(N=C(N=C2N1C3C(C(C(O3)CO)O)F)Cl)N. Cell line: SN12C. Synergy scores: CSS=25.2, Synergy_ZIP=0.719, Synergy_Bliss=4.82, Synergy_Loewe=-0.405, Synergy_HSA=-0.128.